From a dataset of Full USPTO retrosynthesis dataset with 1.9M reactions from patents (1976-2016). Predict the reactants needed to synthesize the given product. Given the product [Br:39][C:40]1[N:41]=[C:42]([C:49]([F:51])([F:50])[F:52])[N:43]2[CH2:48][CH2:47][N:46]([C:4]([C:3]3[CH:7]=[C:8]([CH2:11][C:12]4[C:21]5[C:16](=[CH:17][CH:18]=[CH:19][CH:20]=5)[C:15](=[O:22])[NH:14][N:13]=4)[CH:9]=[CH:10][C:2]=3[F:1])=[O:5])[CH2:45][C:44]=12, predict the reactants needed to synthesize it. The reactants are: [F:1][C:2]1[CH:10]=[CH:9][C:8]([CH2:11][C:12]2[C:21]3[C:16](=[CH:17][CH:18]=[CH:19][CH:20]=3)[C:15](=[O:22])[NH:14][N:13]=2)=[CH:7][C:3]=1[C:4](O)=[O:5].F[P-](F)(F)(F)(F)F.C[N+](C)=C(N(C)C)O.Cl.[Br:39][C:40]1[N:41]=[C:42]([C:49]([F:52])([F:51])[F:50])[N:43]2[CH2:48][CH2:47][NH:46][CH2:45][C:44]=12.C(N(CC)C(C)C)(C)C.